From a dataset of Forward reaction prediction with 1.9M reactions from USPTO patents (1976-2016). Predict the product of the given reaction. (1) Given the reactants [Si:1]([O:8][CH2:9][C@@H:10]1[CH2:15][C@H:14]([OH:16])[CH2:13][CH2:12][C@@H:11]1[NH:17][C:18](=[O:27])[O:19][CH2:20][C:21]1[CH:26]=[CH:25][CH:24]=[CH:23][CH:22]=1)([C:4]([CH3:7])([CH3:6])[CH3:5])([CH3:3])[CH3:2].CC(OI1(OC(C)=O)(OC(C)=O)OC(=O)C2C1=CC=CC=2)=O, predict the reaction product. The product is: [Si:1]([O:8][CH2:9][C@@H:10]1[CH2:15][C:14](=[O:16])[CH2:13][CH2:12][C@@H:11]1[NH:17][C:18](=[O:27])[O:19][CH2:20][C:21]1[CH:22]=[CH:23][CH:24]=[CH:25][CH:26]=1)([C:4]([CH3:7])([CH3:6])[CH3:5])([CH3:3])[CH3:2]. (2) Given the reactants [CH3:1][C:2]1[CH:7]=[CH:6][CH:5]=[CH:4][C:3]=1[C:8]1[CH:13]=[CH:12][C:11]([C:14]2[O:18][N:17]=[C:16]([C:19]3[CH:24]=[CH:23][C:22]([CH2:25][OH:26])=[CH:21][CH:20]=3)[N:15]=2)=[CH:10][C:9]=1[C:27]([F:30])([F:29])[F:28], predict the reaction product. The product is: [CH3:1][C:2]1[CH:7]=[CH:6][CH:5]=[CH:4][C:3]=1[C:8]1[CH:13]=[CH:12][C:11]([C:14]2[O:18][N:17]=[C:16]([C:19]3[CH:24]=[CH:23][C:22]([CH:25]=[O:26])=[CH:21][CH:20]=3)[N:15]=2)=[CH:10][C:9]=1[C:27]([F:30])([F:28])[F:29]. (3) Given the reactants [CH2:1]([O:3][C:4]([N:6]1[CH:11]2[CH2:12][CH2:13][CH:7]1[CH2:8][CH:9]([N:14]1[CH2:19][CH2:18][C:17](=O)[CH2:16][CH2:15]1)[CH2:10]2)=[O:5])[CH3:2].[CH2:21]([NH:23][C:24]1[CH:29]=[CH:28][CH:27]=[CH:26][CH:25]=1)[CH3:22].[BH-](OC(C)=O)(OC(C)=O)OC(C)=O.[Na+].CC(O)=O, predict the reaction product. The product is: [CH2:1]([O:3][C:4]([N:6]1[CH:11]2[CH2:12][CH2:13][CH:7]1[CH2:8][CH:9]([N:14]1[CH2:19][CH2:18][CH:17]([N:23]([CH2:21][CH3:22])[C:24]3[CH:29]=[CH:28][CH:27]=[CH:26][CH:25]=3)[CH2:16][CH2:15]1)[CH2:10]2)=[O:5])[CH3:2]. (4) Given the reactants [CH2:1]([O:3][C:4]([C:6]1[N:7](CC2C=CC(OC)=CC=2OC)[CH2:8][C:9]2[C:14]([C:15]=1[OH:16])=[CH:13][CH:12]=[C:11]([O:17][C:18]1[CH:23]=[CH:22][CH:21]=[CH:20][CH:19]=1)[CH:10]=2)=[O:5])[CH3:2].S(Cl)(Cl)=O.C(O)C, predict the reaction product. The product is: [CH2:1]([O:3][C:4]([C:6]1[N:7]=[CH:8][C:9]2[C:14]([C:15]=1[OH:16])=[CH:13][CH:12]=[C:11]([O:17][C:18]1[CH:23]=[CH:22][CH:21]=[CH:20][CH:19]=1)[CH:10]=2)=[O:5])[CH3:2]. (5) Given the reactants [CH3:1][O:2][C:3](=[O:24])[C:4]1[CH:9]=[CH:8][C:7]([O:10][CH3:11])=[C:6]([CH:12](O)[CH2:13][CH:14](O)[C:15]2[CH:16]=[C:17]([CH3:21])[CH:18]=[CH:19][CH:20]=2)[CH:5]=1.[H][H], predict the reaction product. The product is: [CH3:1][O:2][C:3](=[O:24])[C:4]1[CH:9]=[CH:8][C:7]([O:10][CH3:11])=[C:6]([CH2:12][CH2:13][CH2:14][C:15]2[CH:16]=[C:17]([CH3:21])[CH:18]=[CH:19][CH:20]=2)[CH:5]=1. (6) Given the reactants Br[C:2]1[CH:3]=[C:4]2[CH:10]=[C:9]([C:11]3[C:12]([CH3:17])=[N:13][O:14][C:15]=3[CH3:16])[NH:8][C:5]2=[N:6][CH:7]=1.[B:18]1([B:18]2[O:22][C:21]([CH3:24])([CH3:23])[C:20]([CH3:26])([CH3:25])[O:19]2)[O:22][C:21]([CH3:24])([CH3:23])[C:20]([CH3:26])([CH3:25])[O:19]1.C([O-])(=O)C.[K+], predict the reaction product. The product is: [CH3:17][C:12]1[C:11]([C:9]2[NH:8][C:5]3=[N:6][CH:7]=[C:2]([B:18]4[O:22][C:21]([CH3:24])([CH3:23])[C:20]([CH3:26])([CH3:25])[O:19]4)[CH:3]=[C:4]3[CH:10]=2)=[C:15]([CH3:16])[O:14][N:13]=1.